From a dataset of NCI-60 drug combinations with 297,098 pairs across 59 cell lines. Regression. Given two drug SMILES strings and cell line genomic features, predict the synergy score measuring deviation from expected non-interaction effect. (1) Drug 1: CC1=C2C(C(=O)C3(C(CC4C(C3C(C(C2(C)C)(CC1OC(=O)C(C(C5=CC=CC=C5)NC(=O)C6=CC=CC=C6)O)O)OC(=O)C7=CC=CC=C7)(CO4)OC(=O)C)O)C)OC(=O)C. Drug 2: CC=C1C(=O)NC(C(=O)OC2CC(=O)NC(C(=O)NC(CSSCCC=C2)C(=O)N1)C(C)C)C(C)C. Cell line: HCT116. Synergy scores: CSS=72.7, Synergy_ZIP=-6.40, Synergy_Bliss=-3.42, Synergy_Loewe=-7.64, Synergy_HSA=-5.57. (2) Synergy scores: CSS=17.5, Synergy_ZIP=0.0518, Synergy_Bliss=5.80, Synergy_Loewe=-0.114, Synergy_HSA=4.50. Cell line: HCC-2998. Drug 1: CC(CN1CC(=O)NC(=O)C1)N2CC(=O)NC(=O)C2. Drug 2: C1=NC(=NC(=O)N1C2C(C(C(O2)CO)O)O)N. (3) Drug 1: CN1CCC(CC1)COC2=C(C=C3C(=C2)N=CN=C3NC4=C(C=C(C=C4)Br)F)OC. Drug 2: CC12CCC3C(C1CCC2OP(=O)(O)O)CCC4=C3C=CC(=C4)OC(=O)N(CCCl)CCCl.[Na+]. Cell line: UACC62. Synergy scores: CSS=-4.45, Synergy_ZIP=-5.69, Synergy_Bliss=-17.2, Synergy_Loewe=-18.8, Synergy_HSA=-15.7. (4) Drug 1: C1CCC(C1)C(CC#N)N2C=C(C=N2)C3=C4C=CNC4=NC=N3. Drug 2: CC1OCC2C(O1)C(C(C(O2)OC3C4COC(=O)C4C(C5=CC6=C(C=C35)OCO6)C7=CC(=C(C(=C7)OC)O)OC)O)O. Cell line: T-47D. Synergy scores: CSS=31.7, Synergy_ZIP=2.72, Synergy_Bliss=5.61, Synergy_Loewe=-20.5, Synergy_HSA=1.34.